Task: Predict the product of the given reaction.. Dataset: Forward reaction prediction with 1.9M reactions from USPTO patents (1976-2016) (1) Given the reactants [CH3:1][C:2]1[C:6]([C:7]2[CH:8]=[C:9]3[C:13](=[CH:14][CH:15]=2)[NH:12][C:11](=[O:16])[C:10]3([CH3:23])[C:17]2[CH:22]=[CH:21][CH:20]=[CH:19][CH:18]=2)=[C:5]([CH3:24])[O:4][N:3]=1.I[C:26]1[CH:27]=[N:28][CH:29]=[CH:30][CH:31]=1.CNCCNC.C(=O)([O-])[O-].[K+].[K+], predict the reaction product. The product is: [CH3:1][C:2]1[C:6]([C:7]2[CH:8]=[C:9]3[C:13](=[CH:14][CH:15]=2)[N:12]([C:26]2[CH:27]=[N:28][CH:29]=[CH:30][CH:31]=2)[C:11](=[O:16])[C:10]3([CH3:23])[C:17]2[CH:18]=[CH:19][CH:20]=[CH:21][CH:22]=2)=[C:5]([CH3:24])[O:4][N:3]=1. (2) Given the reactants [CH2:1]([C:5]1[N:6]([CH2:18][CH2:19][CH2:20][C:21]([C:23]2[CH:28]=[CH:27][CH:26]=[CH:25][CH:24]=2)=[O:22])[C:7]2[C:16]3[CH:15]=[CH:14][CH:13]=[CH:12][C:11]=3[N:10]=[CH:9][C:8]=2[N:17]=1)[CH2:2][CH2:3][CH3:4].ClC1C=C(C=CC=1)C(OO)=[O:34], predict the reaction product. The product is: [CH2:1]([C:5]1[N:6]([CH2:18][CH2:19][CH2:20][C:21]([C:23]2[CH:24]=[CH:25][CH:26]=[CH:27][CH:28]=2)=[O:22])[C:7]2[C:16]3[CH:15]=[CH:14][CH:13]=[CH:12][C:11]=3[N+:10]([O-:34])=[CH:9][C:8]=2[N:17]=1)[CH2:2][CH2:3][CH3:4]. (3) Given the reactants C(OC([C:6]1[S:7][C:8](C(O)=O)=[C:9]2[C:15]=1[C:14]1[CH:16]=[CH:17][CH:18]=[CH:19][C:13]=1[S:12][C:11]1[CH:20]=[CH:21][CH:22]=[CH:23][C:10]2=1)=O)C.C(OC(C1SC=C2C=1C1C=CC=CC=1SC1C=CC=CC2=1)=O)C, predict the reaction product. The product is: [CH:8]1[S:7][CH:6]=[C:15]2[C:9]=1[C:10]1[CH:23]=[CH:22][CH:21]=[CH:20][C:11]=1[S:12][C:13]1[CH:19]=[CH:18][CH:17]=[CH:16][C:14]2=1. (4) Given the reactants [CH2:1]([S:3][C:4]1[N:9]=[C:8]([CH:10]([C:13]([C:15]2[CH:20]=[CH:19][CH:18]=[CH:17][C:16]=2[F:21])=[O:14])[C:11]#[N:12])[CH:7]=[CH:6][C:5]=1[N+:22]([O-])=O)[CH3:2].O.O.Cl[Sn]Cl.[OH-].[Na+], predict the reaction product. The product is: [NH2:22][C:5]1[CH:6]=[CH:7][C:8]([CH:10]([C:13]([C:15]2[CH:20]=[CH:19][CH:18]=[CH:17][C:16]=2[F:21])=[O:14])[C:11]#[N:12])=[N:9][C:4]=1[S:3][CH2:1][CH3:2]. (5) Given the reactants [Br:1][C:2]1[CH:7]=[CH:6][CH:5]=[C:4]([N:8]([CH3:10])N)[N:3]=1.[CH3:11][CH:12]1[CH2:17][C:16](=O)[CH2:15][CH2:14][N:13]1[C:19]([O:21][C:22]([CH3:25])([CH3:24])[CH3:23])=[O:20].C1(C)C=CC(S(O)(=O)=O)=CC=1.C(=O)([O-])[O-].[K+].[K+].C(OC(OC(C)(C)C)=O)(OC(C)(C)C)=O, predict the reaction product. The product is: [Br:1][C:2]1[N:3]=[C:4]2[N:8]([CH3:10])[C:16]3[CH2:17][CH:12]([CH3:11])[N:13]([C:19]([O:21][C:22]([CH3:23])([CH3:25])[CH3:24])=[O:20])[CH2:14][C:15]=3[C:5]2=[CH:6][CH:7]=1. (6) Given the reactants C(OC(=O)[NH:7][C@H:8]([C:10]1[N:14]([C:15]2[CH:20]=[CH:19][C:18]([F:21])=[CH:17][CH:16]=2)[C:13]2[CH:22]=[C:23]([F:26])[CH:24]=[CH:25][C:12]=2[N:11]=1)[CH3:9])(C)(C)C.C(O)(C(F)(F)F)=O.C([O-])(O)=O.[Na+], predict the reaction product. The product is: [F:26][C:23]1[CH:24]=[CH:25][C:12]2[N:11]=[C:10]([C@@H:8]([NH2:7])[CH3:9])[N:14]([C:15]3[CH:20]=[CH:19][C:18]([F:21])=[CH:17][CH:16]=3)[C:13]=2[CH:22]=1. (7) The product is: [Cl:1][C:2]1[CH:3]=[C:4]([CH:16]=[CH:17][C:18]=1[F:19])[O:5][C:6]1[C:7]([F:15])=[CH:8][C:9]([CH2:13][O:14][C:21]2[CH:32]=[C:25]3[N:26]([CH3:31])[C@@H:27]([CH3:30])[CH2:28][CH2:29][N:24]3[C:23](=[O:33])[N:22]=2)=[CH:10][C:11]=1[F:12]. Given the reactants [Cl:1][C:2]1[CH:3]=[C:4]([CH:16]=[CH:17][C:18]=1[F:19])[O:5][C:6]1[C:11]([F:12])=[CH:10][C:9]([CH2:13][OH:14])=[CH:8][C:7]=1[F:15].Cl[C:21]1[CH:32]=[C:25]2[N:26]([CH3:31])[C@@H:27]([CH3:30])[CH2:28][CH2:29][N:24]2[C:23](=[O:33])[N:22]=1, predict the reaction product. (8) Given the reactants [OH:1][C:2]1[CH:9]=[CH:8][C:5]([CH:6]=[O:7])=[CH:4][CH:3]=1.Br[C:11]1[CH:16]=[CH:15][C:14]([C:17]([F:20])([F:19])[F:18])=[CH:13][N:12]=1.C(=O)([O-])[O-].[K+].[K+], predict the reaction product. The product is: [F:18][C:17]([F:20])([F:19])[C:14]1[CH:15]=[CH:16][C:11]([O:1][C:2]2[CH:9]=[CH:8][C:5]([CH:6]=[O:7])=[CH:4][CH:3]=2)=[N:12][CH:13]=1. (9) The product is: [Cl:1][C:2]1[CH:10]=[C:9]2[C:5]([C:6]([C:12]3[N:13]=[C:14]4[C:20]([C:21]([OH:33])=[O:22])=[CH:19][N:18]([CH2:23][O:24][CH2:25][CH2:26][Si:27]([CH3:30])([CH3:29])[CH3:28])[C:15]4=[N:16][CH:17]=3)=[N:7][N:8]2[CH3:11])=[CH:4][CH:3]=1. Given the reactants [Cl:1][C:2]1[CH:10]=[C:9]2[C:5]([C:6]([C:12]3[N:13]=[C:14]4[C:20]([CH:21]=[O:22])=[CH:19][N:18]([CH2:23][O:24][CH2:25][CH2:26][Si:27]([CH3:30])([CH3:29])[CH3:28])[C:15]4=[N:16][CH:17]=3)=[N:7][N:8]2[CH3:11])=[CH:4][CH:3]=1.S(=O)(=O)([OH:33])N.Cl([O-])=O.[Na+].P([O-])(O)(O)=O.[K+], predict the reaction product. (10) Given the reactants [CH3:1]/[C:2](/[CH2:9][CH2:10][CH2:11]/[CH:12]=[CH:13]\[CH2:14]/[CH:15]=[CH:16]\[CH2:17]/[CH:18]=[CH:19]\[CH2:20]/[CH:21]=[CH:22]\[CH2:23]/[CH:24]=[CH:25]\[CH2:26][CH3:27])=[CH:3]\[C:4](OCC)=[O:5].[H-].[H-].[H-].[H-].[Li+].[Al+3], predict the reaction product. The product is: [CH3:1]/[C:2](/[CH2:9][CH2:10][CH2:11]/[CH:12]=[CH:13]\[CH2:14]/[CH:15]=[CH:16]\[CH2:17]/[CH:18]=[CH:19]\[CH2:20]/[CH:21]=[CH:22]\[CH2:23]/[CH:24]=[CH:25]\[CH2:26][CH3:27])=[CH:3]\[CH2:4][OH:5].